From a dataset of Forward reaction prediction with 1.9M reactions from USPTO patents (1976-2016). Predict the product of the given reaction. (1) The product is: [CH:2]([C:1]1[C-:3]([N:6]([CH3:5])[CH3:10])[CH:15]=[CH:14][CH:18]=1)=[O:35].[CH-:1]1[CH:3]=[CH:8][CH:7]=[CH:2]1.[Fe+2:24]. Given the reactants [CH:1]([Li])([CH3:3])[CH3:2].[CH3:5][N:6]([CH3:10])[CH2:7][CH2:8]O.CN([C-:14]1[CH:18]=CC=[CH:15]1)C.[CH-]1C=CC=C1.[Fe+2:24].B(F)(F)F.B(F)(F)F.CC[O:35]CC.CN(C=O)C.C([O-])(O)=O.[Na+], predict the reaction product. (2) Given the reactants [Cl:1][C:2]1[CH:3]=[CH:4][C:5]2[S:9][C:8](=[O:10])[N:7]([CH2:11][C:12]([N:14]([CH3:19])[CH2:15][C:16]([OH:18])=O)=[O:13])[C:6]=2[CH:20]=1.[CH2:21]1[CH2:25]O[CH2:23][CH2:22]1.[C:26]([Cl:31])(=O)[C:27](Cl)=O.C[N:33](C=O)C, predict the reaction product. The product is: [Cl:31][C:26]1[CH:27]=[CH:23][C:22]2[O:18][C:16]([CH2:15][N:14]([CH3:19])[C:12](=[O:13])[CH2:11][N:7]3[C:6]4[CH:20]=[C:2]([Cl:1])[CH:3]=[CH:4][C:5]=4[S:9][C:8]3=[O:10])=[N:33][C:21]=2[CH:25]=1. (3) Given the reactants [NH2:1][C:2]1[C:11]2=[CH:12][N:13]([CH:15]3[C:19]([OH:21])([CH3:20])[CH:18]([OH:22])[CH:17]([C:23]([CH3:31])([CH3:30])[O:24][SiH2:25][C:26]([CH3:29])([CH3:28])[CH3:27])[O:16]3)[N:14]=[C:9]3[C:10]2=[C:4]([C:5](=[O:32])[NH:6][N:7]=[CH:8]3)[CH:3]=1.C1CCC(N=C=NC2CCCCC2)CC1.[C:48](O)(=[O:50])[CH3:49], predict the reaction product. The product is: [NH2:1][C:2]1[C:11]2=[CH:12][N:13]([CH:15]3[O:16][CH:17]([C:23]([CH3:31])([CH3:30])[O:24][SiH2:25][C:26]([CH3:29])([CH3:28])[CH3:27])[CH:18]([O:22][C:48](=[O:50])[CH3:49])[C:19]3([OH:21])[CH3:20])[N:14]=[C:9]3[C:10]2=[C:4]([C:5](=[O:32])[NH:6][N:7]=[CH:8]3)[CH:3]=1.